This data is from TCR-epitope binding with 47,182 pairs between 192 epitopes and 23,139 TCRs. The task is: Binary Classification. Given a T-cell receptor sequence (or CDR3 region) and an epitope sequence, predict whether binding occurs between them. The epitope is MMISAGFSL. The TCR CDR3 sequence is CASSQGTSGNEQFF. Result: 0 (the TCR does not bind to the epitope).